Task: Predict the reactants needed to synthesize the given product.. Dataset: Full USPTO retrosynthesis dataset with 1.9M reactions from patents (1976-2016) (1) Given the product [Cl:22][C:23]1[CH:24]=[C:25]([S:31]([NH:8][C:4]2[CH:5]=[N:6][CH:7]=[C:2]([Cl:1])[C:3]=2[OH:21])(=[O:33])=[O:32])[CH:26]=[CH:27][C:28]=1[O:29][CH3:30], predict the reactants needed to synthesize it. The reactants are: [Cl:1][C:2]1[C:3]([OH:21])=[C:4]([NH:8]S(CC2C=C(Cl)C=C(Cl)C=2)(=O)=O)[CH:5]=[N:6][CH:7]=1.[Cl:22][C:23]1[CH:24]=[C:25]([S:31](Cl)(=[O:33])=[O:32])[CH:26]=[CH:27][C:28]=1[O:29][CH3:30].ClC1C=C(CS(Cl)(=O)=O)C=C(Cl)C=1. (2) Given the product [Br:76][C:73]1[CH:72]=[CH:71][C:70]([C:68]2[N:67]([C:77]3[CH:82]=[CH:81][C:80]([S:83](=[O:85])(=[O:84])[NH2:86])=[CH:79][CH:78]=3)[N:66]=[C:65]([CH2:64][C:63]3[CH:87]=[CH:88][C:60]([NH:59][C:23]([CH2:22][O:21][CH2:20][C:18]([NH:17][CH2:16][CH2:15][CH2:14][CH2:13][CH2:12][CH2:11][CH2:10][NH:9][C:7]([CH2:6][O:5][CH2:4][C:1]([CH:61]([C:60]4[CH:58]=[C:56]([C:57]5[CH:75]=[CH:74][C:73]([Br:76])=[CH:72][CH:71]=5)[N:52]([C:53]5[CH:54]=[CH:79][C:80]([S:83]([NH2:86])(=[O:85])=[O:84])=[CH:81][CH:55]=5)[N:59]=4)[C:39]4[CH:40]=[CH:35][C:36]([NH2:41])=[CH:37][CH:38]=4)=[O:3])=[O:8])=[O:19])=[O:25])=[CH:61][CH:62]=3)[CH:69]=2)=[CH:75][CH:74]=1, predict the reactants needed to synthesize it. The reactants are: [C:1]([CH2:4][O:5][CH2:6][C:7]([NH:9][CH2:10][CH2:11][CH2:12][CH2:13][CH2:14][CH2:15][CH2:16][NH:17][C:18]([CH2:20][O:21][CH2:22][C:23]([OH:25])=O)=[O:19])=[O:8])([OH:3])=O.CN(C(ON1N=[N:41][C:36]2[CH:37]=[CH:38][CH:39]=[CH:40][C:35]1=2)=[N+](C)C)C.F[P-](F)(F)(F)(F)F.CC[N:52]([CH:56]([CH3:58])[CH3:57])[CH:53]([CH3:55])[CH3:54].[NH2:59][C:60]1[CH:88]=[CH:87][C:63]([CH2:64][C:65]2[CH:69]=[C:68]([C:70]3[CH:75]=[CH:74][C:73]([Br:76])=[CH:72][CH:71]=3)[N:67]([C:77]3[CH:82]=[CH:81][C:80]([S:83]([NH2:86])(=[O:85])=[O:84])=[CH:79][CH:78]=3)[N:66]=2)=[CH:62][CH:61]=1. (3) The reactants are: [C:1]([N:8]1[CH2:15][CH2:14][CH2:13][CH2:12][CH2:11][CH2:10][CH2:9]1)([O:3][C:4]([CH3:7])([CH3:6])[CH3:5])=[O:2].C(N1CCCC1)([O:18][C:19](C)(C)[CH3:20])=O. Given the product [C:4]([O:3][C:1]([N:8]1[CH2:15][CH2:14][CH2:13][CH2:12][CH2:11][CH2:10][C@@H:9]1[CH2:20][CH2:19][OH:18])=[O:2])([CH3:7])([CH3:6])[CH3:5], predict the reactants needed to synthesize it. (4) Given the product [Cl:1][C:2]1[C:3]([F:20])=[C:4]([CH:5]2[C:6]3([C:10]4=[N:11][CH:12]=[C:13]([F:15])[CH:14]=[C:9]4[NH:8][C:7]3=[O:16])[CH:26]([CH2:25][C:24]([CH3:48])([CH3:47])[CH3:23])[NH:27][CH:28]2[C:29]([NH:31][C:32]2[CH:44]=[CH:43][C:35]([O:36][CH2:37][CH2:38][OH:39])=[CH:34][C:33]=2[O:45][CH3:46])=[O:30])[CH:17]=[CH:18][CH:19]=1, predict the reactants needed to synthesize it. The reactants are: [Cl:1][C:2]1[C:3]([F:20])=[C:4]([CH:17]=[CH:18][CH:19]=1)/[CH:5]=[C:6]1\[C:7](=[O:16])[NH:8][C:9]2[C:10]\1=[N:11][CH:12]=[C:13]([F:15])[CH:14]=2.[Li+].[OH-].[CH3:23][C:24]([CH3:48])([CH3:47])[CH2:25]/[CH:26]=[N:27]/[CH2:28][C:29]([NH:31][C:32]1[CH:44]=[CH:43][C:35]([O:36][CH2:37][CH2:38][O:39]C(=O)C)=[CH:34][C:33]=1[O:45][CH3:46])=[O:30].[OH-].[Na+]. (5) Given the product [NH2:8][C:9]1[C:17]2[C:16](=[O:18])[N:15]([CH3:19])[CH2:14][C:13]=2[C:12]([C:20]([OH:22])=[O:21])=[CH:11][CH:10]=1, predict the reactants needed to synthesize it. The reactants are: C(OC([NH:8][C:9]1[C:17]2[C:16](=[O:18])[N:15]([CH3:19])[CH2:14][C:13]=2[C:12]([C:20]([OH:22])=[O:21])=[CH:11][CH:10]=1)=O)(C)(C)C.C(O)(C(F)(F)F)=O. (6) Given the product [CH3:1][C@H:2]1[CH2:5][CH2:6][N:8]([C@@H:9]([CH3:12])[CH2:10][OH:11])[CH2:3]1, predict the reactants needed to synthesize it. The reactants are: [CH3:1][C@@H:2]([CH2:5][CH2:6]Br)[CH2:3]Br.[NH2:8][C@@H:9]([CH3:12])[CH2:10][OH:11].C(=O)([O-])[O-].[K+].[K+].